This data is from NCI-60 drug combinations with 297,098 pairs across 59 cell lines. The task is: Regression. Given two drug SMILES strings and cell line genomic features, predict the synergy score measuring deviation from expected non-interaction effect. (1) Drug 1: C(CC(=O)O)C(=O)CN.Cl. Drug 2: N.N.Cl[Pt+2]Cl. Cell line: ACHN. Synergy scores: CSS=60.5, Synergy_ZIP=-1.32, Synergy_Bliss=0.215, Synergy_Loewe=-36.1, Synergy_HSA=-0.791. (2) Drug 2: CC1C(C(CC(O1)OC2CC(CC3=C2C(=C4C(=C3O)C(=O)C5=C(C4=O)C(=CC=C5)OC)O)(C(=O)CO)O)N)O.Cl. Drug 1: C1CC(=O)NC(=O)C1N2CC3=C(C2=O)C=CC=C3N. Synergy scores: CSS=43.6, Synergy_ZIP=4.15, Synergy_Bliss=4.56, Synergy_Loewe=-11.7, Synergy_HSA=4.46. Cell line: SF-295. (3) Drug 1: CC1=C(C=C(C=C1)NC(=O)C2=CC=C(C=C2)CN3CCN(CC3)C)NC4=NC=CC(=N4)C5=CN=CC=C5. Drug 2: CCN(CC)CCNC(=O)C1=C(NC(=C1C)C=C2C3=C(C=CC(=C3)F)NC2=O)C. Cell line: HOP-92. Synergy scores: CSS=-2.65, Synergy_ZIP=0.577, Synergy_Bliss=-2.64, Synergy_Loewe=-0.922, Synergy_HSA=-2.92. (4) Drug 1: CC1=C(C=C(C=C1)NC2=NC=CC(=N2)N(C)C3=CC4=NN(C(=C4C=C3)C)C)S(=O)(=O)N.Cl. Drug 2: CC12CCC3C(C1CCC2OP(=O)(O)O)CCC4=C3C=CC(=C4)OC(=O)N(CCCl)CCCl.[Na+]. Cell line: MDA-MB-231. Synergy scores: CSS=15.3, Synergy_ZIP=8.93, Synergy_Bliss=6.21, Synergy_Loewe=3.61, Synergy_HSA=6.59. (5) Drug 1: CC1=C2C(C(=O)C3(C(CC4C(C3C(C(C2(C)C)(CC1OC(=O)C(C(C5=CC=CC=C5)NC(=O)OC(C)(C)C)O)O)OC(=O)C6=CC=CC=C6)(CO4)OC(=O)C)OC)C)OC. Synergy scores: CSS=32.4, Synergy_ZIP=2.67, Synergy_Bliss=-0.305, Synergy_Loewe=-37.9, Synergy_HSA=-0.214. Drug 2: C1=CC=C(C(=C1)C(C2=CC=C(C=C2)Cl)C(Cl)Cl)Cl. Cell line: HCC-2998. (6) Drug 1: C1=CC(=CC=C1CCC2=CNC3=C2C(=O)NC(=N3)N)C(=O)NC(CCC(=O)O)C(=O)O. Drug 2: C1=NC(=NC(=O)N1C2C(C(C(O2)CO)O)O)N. Cell line: OVCAR-5. Synergy scores: CSS=19.7, Synergy_ZIP=-2.74, Synergy_Bliss=2.20, Synergy_Loewe=0.888, Synergy_HSA=2.74. (7) Drug 1: C1=CC(=C2C(=C1NCCNCCO)C(=O)C3=C(C=CC(=C3C2=O)O)O)NCCNCCO. Drug 2: CCC1=C2CN3C(=CC4=C(C3=O)COC(=O)C4(CC)O)C2=NC5=C1C=C(C=C5)O. Cell line: DU-145. Synergy scores: CSS=69.0, Synergy_ZIP=-1.67, Synergy_Bliss=-1.21, Synergy_Loewe=-3.17, Synergy_HSA=0.675. (8) Drug 1: CCCCCOC(=O)NC1=NC(=O)N(C=C1F)C2C(C(C(O2)C)O)O. Drug 2: C1CN(CCN1C(=O)CCBr)C(=O)CCBr. Cell line: MALME-3M. Synergy scores: CSS=13.2, Synergy_ZIP=0.326, Synergy_Bliss=5.90, Synergy_Loewe=6.40, Synergy_HSA=6.53.